From a dataset of NCI-60 drug combinations with 297,098 pairs across 59 cell lines. Regression. Given two drug SMILES strings and cell line genomic features, predict the synergy score measuring deviation from expected non-interaction effect. Drug 1: COC1=CC(=CC(=C1O)OC)C2C3C(COC3=O)C(C4=CC5=C(C=C24)OCO5)OC6C(C(C7C(O6)COC(O7)C8=CC=CS8)O)O. Drug 2: C1CCC(C(C1)N)N.C(=O)(C(=O)[O-])[O-].[Pt+4]. Cell line: HCT116. Synergy scores: CSS=65.7, Synergy_ZIP=1.98, Synergy_Bliss=4.63, Synergy_Loewe=6.75, Synergy_HSA=9.04.